Task: Predict the reactants needed to synthesize the given product.. Dataset: Full USPTO retrosynthesis dataset with 1.9M reactions from patents (1976-2016) (1) Given the product [F:16][C:15]1[CH:14]=[C:13]([C:17]([OH:20])([CH3:18])[CH3:19])[CH:12]=[C:11]([F:21])[C:10]=1[C:4]1[S:3][C:2]([NH:1][C:23]2[CH:24]=[CH:25][C:26]([C:27]([N:29]3[CH2:34][CH2:33][O:32][CH2:31][CH2:30]3)=[O:28])=[CH:35][CH:36]=2)=[C:6]([C:7]([NH2:9])=[O:8])[CH:5]=1, predict the reactants needed to synthesize it. The reactants are: [NH2:1][C:2]1[S:3][C:4]([C:10]2[C:15]([F:16])=[CH:14][C:13]([C:17]([OH:20])([CH3:19])[CH3:18])=[CH:12][C:11]=2[F:21])=[CH:5][C:6]=1[C:7]([NH2:9])=[O:8].Br[C:23]1[CH:36]=[CH:35][C:26]([C:27]([N:29]2[CH2:34][CH2:33][O:32][CH2:31][CH2:30]2)=[O:28])=[CH:25][CH:24]=1. (2) Given the product [Si:28]([O:10][C:5]1([CH2:4][CH:3]=[O:11])[CH2:6][CH:7]=[CH:8][CH2:9]1)([C:31]([CH3:34])([CH3:33])[CH3:32])([CH3:30])[CH3:29], predict the reactants needed to synthesize it. The reactants are: CO[CH:3]([O:11]C)[CH2:4][C:5]1([OH:10])[CH2:9][CH:8]=[CH:7][CH2:6]1.CC1C=C(C)C=C(C)N=1.FC(F)(F)S(O[Si:28]([C:31]([CH3:34])([CH3:33])[CH3:32])([CH3:30])[CH3:29])(=O)=O. (3) Given the product [N:32]([CH2:12][C@H:13]1[CH2:22][CH2:21][C:20]2[C:15](=[C:16]([C:24]3[CH:29]=[CH:28][CH:27]=[CH:26][C:25]=3[O:30][CH3:31])[CH:17]=[C:18]([F:23])[CH:19]=2)[O:14]1)=[N+:33]=[N-:34], predict the reactants needed to synthesize it. The reactants are: CC1C=CC(S(O[CH2:12][C@H:13]2[CH:22]=[CH:21][C:20]3[C:15](=[C:16]([C:24]4[CH:29]=[CH:28][CH:27]=[CH:26][C:25]=4[O:30][CH3:31])[CH:17]=[C:18]([F:23])[CH:19]=3)[O:14]2)(=O)=O)=CC=1.[N-:32]=[N+:33]=[N-:34].[Na+]. (4) Given the product [Cl:1][C:2]1[CH:7]=[CH:6][CH:5]=[C:4]([F:8])[C:3]=1[C:9]1[NH:13][C:12](=[O:14])[N:11]([C:15]2[CH:16]=[CH:17][C:18]([O:24][CH3:25])=[C:19]([CH:23]=2)[C:20]([NH:68][C:65]2([C:62]3[CH:63]=[CH:64][C:59]([C:58]([F:57])([F:69])[F:70])=[CH:60][CH:61]=3)[CH2:67][CH2:66]2)=[O:22])[N:10]=1, predict the reactants needed to synthesize it. The reactants are: [Cl:1][C:2]1[CH:7]=[CH:6][CH:5]=[C:4]([F:8])[C:3]=1[C:9]1[NH:13][C:12](=[O:14])[N:11]([C:15]2[CH:16]=[CH:17][C:18]([O:24][CH3:25])=[C:19]([CH:23]=2)[C:20]([OH:22])=O)[N:10]=1.C(N(C(C)C)CC)(C)C.CN(C(ON1N=NC2C=CC=CC1=2)=[N+](C)C)C.[B-](F)(F)(F)F.[F:57][C:58]([F:70])([F:69])[C:59]1[CH:64]=[CH:63][C:62]([C:65]2([NH2:68])[CH2:67][CH2:66]2)=[CH:61][CH:60]=1. (5) Given the product [C:22]([C:21]1[CH:20]=[CH:19][C:18]([O:17][C:14]2[CH:13]=[CH:12][C:11]([C:2]([F:9])([F:8])[C:3]([O:5][CH2:6][CH3:7])=[O:4])=[N:16][CH:15]=2)=[CH:25][CH:24]=1)#[N:23], predict the reactants needed to synthesize it. The reactants are: Br[C:2]([F:9])([F:8])[C:3]([O:5][CH2:6][CH3:7])=[O:4].Br[C:11]1[N:16]=[CH:15][C:14]([O:17][C:18]2[CH:25]=[CH:24][C:21]([C:22]#[N:23])=[CH:20][CH:19]=2)=[CH:13][CH:12]=1. (6) Given the product [Cl:23][C:15]1[CH:16]=[C:17]([N+:20]([O-:22])=[O:21])[CH:18]=[CH:19][C:14]=1[O:13][C:12]1[CH:11]=[CH:10][CH:9]=[C:4]2[C:3]=1[CH2:2][NH:24][C:5]2=[O:6], predict the reactants needed to synthesize it. The reactants are: Br[CH2:2][C:3]1[C:12]([O:13][C:14]2[CH:19]=[CH:18][C:17]([N+:20]([O-:22])=[O:21])=[CH:16][C:15]=2[Cl:23])=[CH:11][CH:10]=[CH:9][C:4]=1[C:5](OC)=[O:6].[NH3:24].O1CCCC1. (7) Given the product [C:1]1([CH:7]([NH:9][C:10]([C:12]2[S:13][C:14]([C:17]3[CH:22]=[CH:21][N:20]=[C:19]([NH:23][C:24]4[CH:29]=[CH:28][CH:27]=[C:26]([N:35]5[CH2:36][CH2:37][CH:33]([N:32]([CH3:38])[CH3:31])[CH2:34]5)[CH:25]=4)[N:18]=3)=[CH:15][CH:16]=2)=[O:11])[CH3:8])[CH:6]=[CH:5][CH:4]=[CH:3][CH:2]=1, predict the reactants needed to synthesize it. The reactants are: [C:1]1([CH:7]([NH:9][C:10]([C:12]2[S:13][C:14]([C:17]3[CH:22]=[CH:21][N:20]=[C:19]([NH:23][C:24]4[CH:29]=[CH:28][CH:27]=[C:26](Br)[CH:25]=4)[N:18]=3)=[CH:15][CH:16]=2)=[O:11])[CH3:8])[CH:6]=[CH:5][CH:4]=[CH:3][CH:2]=1.[CH3:31][N:32]([CH3:38])[CH:33]1[CH2:37][CH2:36][NH:35][CH2:34]1.C1(P(C2CCCCC2)C2C=CC=CC=2C2C=CC=CC=2N(C)C)CCCCC1. (8) Given the product [CH:1]1([C:9](=[O:11])[CH2:19][OH:18])[C:4]2[CH:5]=[CH:6][CH:7]=[CH:8][C:3]=2[CH2:2]1, predict the reactants needed to synthesize it. The reactants are: [C:1]1([C:9]([OH:11])=O)[C:4]2[CH:5]=[CH:6][CH:7]=[CH:8][C:3]=2[CH:2]=1.S(Cl)(Cl)=O.C[Si](C)(C)[O:18][CH:19](O[Si](C)(C)C)CO[Si](C)(C)C.